This data is from Forward reaction prediction with 1.9M reactions from USPTO patents (1976-2016). The task is: Predict the product of the given reaction. (1) Given the reactants [CH3:1][C:2]1[CH:3]=[N:4][NH:5][CH:6]=1.C1COCC1.[H-].[Na+].Cl[C:15]1[C:24]2[C:19](=[CH:20][CH:21]=[CH:22][CH:23]=2)[C:18]([NH:25][C:26]2[CH:31]=[CH:30][C:29]([O:32][C:33]3[C:38]([C:39]4[CH:44]=[CH:43][N:42]=[C:41]([NH:45][CH3:46])[N:40]=4)=[CH:37][CH:36]=[CH:35][N:34]=3)=[CH:28][CH:27]=2)=[N:17][N:16]=1, predict the reaction product. The product is: [CH3:1][C:2]1[CH:3]=[N:4][N:5]([C:15]2[C:24]3[C:19](=[CH:20][CH:21]=[CH:22][CH:23]=3)[C:18]([NH:25][C:26]3[CH:31]=[CH:30][C:29]([O:32][C:33]4[C:38]([C:39]5[CH:44]=[CH:43][N:42]=[C:41]([NH:45][CH3:46])[N:40]=5)=[CH:37][CH:36]=[CH:35][N:34]=4)=[CH:28][CH:27]=3)=[N:17][N:16]=2)[CH:6]=1. (2) Given the reactants Br[CH2:2][CH2:3][C@H:4]([NH:13][C:14]([O:16][C:17]([CH3:20])([CH3:19])[CH3:18])=[O:15])[C:5]([O:7][CH:8]1[CH2:12][CH2:11][CH2:10][CH2:9]1)=[O:6].[N-:21]=[N+:22]=[N-:23].[Na+], predict the reaction product. The product is: [N:21]([CH2:2][CH2:3][C@H:4]([NH:13][C:14]([O:16][C:17]([CH3:20])([CH3:19])[CH3:18])=[O:15])[C:5]([O:7][CH:8]1[CH2:12][CH2:11][CH2:10][CH2:9]1)=[O:6])=[N+:22]=[N-:23]. (3) Given the reactants [H-].[Al+3].[Li+].[H-].[H-].[H-].CN(OC)[C:9](=[O:32])[C@H:10]([C@@H:22]([CH3:31])[O:23][Si:24]([C:27]([CH3:30])([CH3:29])[CH3:28])([CH3:26])[CH3:25])[NH:11][C:12]([O:14][CH2:15][C:16]1[CH:21]=[CH:20][CH:19]=[CH:18][CH:17]=1)=[O:13], predict the reaction product. The product is: [CH2:15]([O:14][C:12]([NH:11][C@H:10]([CH:9]=[O:32])[C@@H:22]([CH3:31])[O:23][Si:24]([C:27]([CH3:28])([CH3:30])[CH3:29])([CH3:25])[CH3:26])=[O:13])[C:16]1[CH:17]=[CH:18][CH:19]=[CH:20][CH:21]=1. (4) Given the reactants [H-].[H-].[H-].[H-].[Li+].[Al+3].C([O:9][C:10]([CH2:12][N:13]1[CH2:22][CH2:21][C:20]2[C:15](=[CH:16][CH:17]=[CH:18][CH:19]=2)[CH2:14]1)=O)C, predict the reaction product. The product is: [OH:9][CH2:10][CH2:12][N:13]1[CH2:22][CH2:21][C:20]2[C:15](=[CH:16][CH:17]=[CH:18][CH:19]=2)[CH2:14]1. (5) Given the reactants [OH-].[Na+].C(Cl)[Cl:4].O.Cl.Cl.CN(C)C(=O)[S:12][C:13]1[C:14]([O:39][CH2:40][CH3:41])=[CH:15][CH:16]=[C:17]2[C:22]=1[CH:21]=[N:20][CH:19]=[C:18]2[C:23](=[O:38])[C:24]1[CH:29]=[C:28]([O:30][CH3:31])[C:27]([O:32][CH2:33][CH2:34][CH3:35])=[C:26]([O:36][CH3:37])[CH:25]=1, predict the reaction product. The product is: [ClH:4].[CH3:31][O:30][C:28]1[CH:29]=[C:24]([C:23]([C:18]2[C:17]3[C:22](=[C:13]([SH:12])[C:14]([O:39][CH2:40][CH3:41])=[CH:15][CH:16]=3)[CH:21]=[N:20][CH:19]=2)=[O:38])[CH:25]=[C:26]([O:36][CH3:37])[C:27]=1[O:32][CH2:33][CH2:34][CH3:35].